Dataset: Forward reaction prediction with 1.9M reactions from USPTO patents (1976-2016). Task: Predict the product of the given reaction. (1) Given the reactants Br[CH2:2][CH2:3][CH2:4][O:5][C:6]1[CH:11]=[CH:10][C:9]([CH2:12][CH:13]([O:17][CH3:18])[C:14]([OH:16])=[O:15])=[CH:8][C:7]=1[O:19][CH3:20].[CH2:21]([O:28][C:29]1[CH:34]=[CH:33][C:32]([OH:35])=[CH:31][CH:30]=1)[C:22]1[CH:27]=[CH:26][CH:25]=[CH:24][CH:23]=1, predict the reaction product. The product is: [CH2:21]([O:28][C:29]1[CH:30]=[CH:31][C:32]([O:35][CH2:2][CH2:3][CH2:4][O:5][C:6]2[CH:11]=[CH:10][C:9]([CH2:12][CH:13]([O:17][CH3:18])[C:14]([OH:16])=[O:15])=[CH:8][C:7]=2[O:19][CH3:20])=[CH:33][CH:34]=1)[C:22]1[CH:23]=[CH:24][CH:25]=[CH:26][CH:27]=1. (2) Given the reactants ClC1C=CC=C(C(OO)=[O:9])C=1.[Cl:12][C:13]1[CH:14]=[C:15]([NH:28][C:29]2[C:34]3=[C:35]([CH2:38][S:39][CH2:40][CH2:41][OH:42])[CH:36]=[CH:37][N:33]3[N:32]=[CH:31][N:30]=2)[CH:16]=[CH:17][C:18]=1[O:19][CH2:20][C:21]1[CH:26]=[CH:25][CH:24]=[C:23]([F:27])[CH:22]=1, predict the reaction product. The product is: [Cl:12][C:13]1[CH:14]=[C:15]([NH:28][C:29]2[C:34]3=[C:35]([CH2:38][S:39]([CH2:40][CH2:41][OH:42])=[O:9])[CH:36]=[CH:37][N:33]3[N:32]=[CH:31][N:30]=2)[CH:16]=[CH:17][C:18]=1[O:19][CH2:20][C:21]1[CH:26]=[CH:25][CH:24]=[C:23]([F:27])[CH:22]=1.